Dataset: Catalyst prediction with 721,799 reactions and 888 catalyst types from USPTO. Task: Predict which catalyst facilitates the given reaction. Reactant: [Br:1][C:2]1[CH:7]=[CH:6][N:5]=[C:4]([C:8](=O)[CH3:9])[CH:3]=1.O.[NH2:12][NH2:13]. Product: [Br:1][C:2]1[CH:7]=[CH:6][N:5]=[C:4](/[C:8](=[N:12]\[NH2:13])/[CH3:9])[CH:3]=1. The catalyst class is: 5.